This data is from Forward reaction prediction with 1.9M reactions from USPTO patents (1976-2016). The task is: Predict the product of the given reaction. Given the reactants C[C:2]1(C)[C:7]([CH3:9])(C)[CH:6]=[N:5][C:4](B2OCCO2)=[CH:3]1.[C:16](=[O:19])([O-])[O-].[Cs+].[Cs+].[C:22]([O:26][C:27](=[O:36])[NH:28][CH2:29][C:30]1[S:31]C(Br)=[CH:33][CH:34]=1)([CH3:25])([CH3:24])[CH3:23].[C:37](OCC)(=O)[CH3:38].[CH3:43]OCCOC, predict the reaction product. The product is: [C:22]([O:26][C:27](=[O:36])[NH:28][CH2:29][C:30]1[S:31][C:9]([C:7]2[C:6]([CH3:43])=[N:5][C:4]([O:19][CH3:16])=[C:3]([CH2:37][CH3:38])[CH:2]=2)=[CH:33][CH:34]=1)([CH3:23])([CH3:24])[CH3:25].